From a dataset of Reaction yield outcomes from USPTO patents with 853,638 reactions. Predict the reaction yield, written as a fraction of the theoretical maximum amount of product (1.0 means a 100% yield; for example, 0.34 means a 34% yield). (1) The reactants are [Cl:1][C:2]1[CH:3]=[C:4]([C:18]#[N:19])[C:5]2[N:9]=[C:8]([CH3:10])[N:7]([CH:11]3[CH2:16][CH2:15][CH2:14][CH2:13][O:12]3)[C:6]=2[CH:17]=1. The catalyst is [Ni].N.CO. The product is [Cl:1][C:2]1[CH:3]=[C:4]([CH2:18][NH2:19])[C:5]2[N:9]=[C:8]([CH3:10])[N:7]([CH:11]3[CH2:16][CH2:15][CH2:14][CH2:13][O:12]3)[C:6]=2[CH:17]=1. The yield is 0.590. (2) The reactants are Br[C:2]1[CH:7]=[CH:6][C:5]([N:8]2[C:12]3[N:13]=[CH:14][N:15]([CH2:18][C:19]4([OH:34])[CH2:24][CH2:23][N:22]([C:25]([C:27]5[CH:32]=[CH:31][C:30]([F:33])=[CH:29][CH:28]=5)=[O:26])[CH2:21][CH2:20]4)[C:16](=[O:17])[C:11]=3[CH:10]=[N:9]2)=[CH:4][CH:3]=1.[CH:35]([C:37]1[CH:42]=[CH:41][CH:40]=[CH:39][N:38]=1)=[CH2:36].C1(P(C2C=CC=CC=2)C2C=CC3C(=CC=CC=3)C=2C2C3C(=CC=CC=3)C=CC=2P(C2C=CC=CC=2)C2C=CC=CC=2)C=CC=CC=1.C([O-])(=O)C.[K+]. The catalyst is C([O-])(=O)C.[Pd+2].C([O-])(=O)C.CN(C)C=O. The yield is 0.480. The product is [F:33][C:30]1[CH:31]=[CH:32][C:27]([C:25]([N:22]2[CH2:23][CH2:24][C:19]([CH2:18][N:15]3[C:16](=[O:17])[C:11]4[CH:10]=[N:9][N:8]([C:5]5[CH:6]=[CH:7][C:2](/[CH:36]=[CH:35]/[C:37]6[CH:42]=[CH:41][CH:40]=[CH:39][N:38]=6)=[CH:3][CH:4]=5)[C:12]=4[N:13]=[CH:14]3)([OH:34])[CH2:20][CH2:21]2)=[O:26])=[CH:28][CH:29]=1. (3) The reactants are [OH:1][C:2]1[C:3](=[O:15])[N:4]2[C:8](=[C:9]([C:11](=[O:14])[CH2:12][CH3:13])[CH:10]=1)[CH2:7][CH2:6][CH2:5]2.CCN(CC)CC.C1(N[S:30]([C:33]([F:36])([F:35])[F:34])(=[O:32])=[O:31])C=CC=CC=1. The catalyst is C(Cl)Cl. The product is [F:34][C:33]([F:36])([F:35])[S:30]([O:1][C:2]1[C:3](=[O:15])[N:4]2[C:8](=[C:9]([C:11](=[O:14])[CH2:12][CH3:13])[CH:10]=1)[CH2:7][CH2:6][CH2:5]2)(=[O:32])=[O:31]. The yield is 0.990. (4) The reactants are Cl[C:2]1[CH:3]=[CH:4][N:5]2[C:10]([C:11]=1[CH3:12])=[C:9]([CH:13]1[CH2:15][CH2:14]1)[CH:8]=[C:7]([C:16]([O:18][CH3:19])=[O:17])[C:6]2=[O:20].[F:21][C:22]1[CH:23]=[C:24]([CH:26]=[CH:27][C:28]=1B1OC(C)(C)C(C)(C)O1)[NH2:25]. No catalyst specified. The product is [NH2:25][C:24]1[CH:26]=[CH:27][C:28]([C:2]2[CH:3]=[CH:4][N:5]3[C:10]([C:11]=2[CH3:12])=[C:9]([CH:13]2[CH2:15][CH2:14]2)[CH:8]=[C:7]([C:16]([O:18][CH3:19])=[O:17])[C:6]3=[O:20])=[C:22]([F:21])[CH:23]=1. The yield is 0.640. (5) The reactants are [C:1]([S:20][CH2:21][CH2:22][NH2:23])([C:14]1[CH:19]=[CH:18][CH:17]=[CH:16][CH:15]=1)([C:8]1[CH:13]=[CH:12][CH:11]=[CH:10][CH:9]=1)[C:2]1[CH:7]=[CH:6][CH:5]=[CH:4][CH:3]=1.FC1C([O:31][C:32](=O)[C:33]2[CH:38]=[CH:37][C:36]([CH2:39][OH:40])=[CH:35][CH:34]=2)=C(F)C(F)=C(F)C=1F.CN1CCOCC1. The catalyst is ClCCl. The product is [OH:40][CH2:39][C:36]1[CH:37]=[CH:38][C:33]([C:32]([NH:23][CH2:22][CH2:21][S:20][C:1]([C:8]2[CH:13]=[CH:12][CH:11]=[CH:10][CH:9]=2)([C:14]2[CH:15]=[CH:16][CH:17]=[CH:18][CH:19]=2)[C:2]2[CH:7]=[CH:6][CH:5]=[CH:4][CH:3]=2)=[O:31])=[CH:34][CH:35]=1. The yield is 0.570. (6) The reactants are [CH2:1]([O:3][C:4]([CH2:6][N:7]1[C:12]([CH3:13])=[CH:11][N:10]=[C:9](O)[C:8]1=[O:15])=[O:5])[CH3:2].P(Br)(Br)([Br:18])=O.[OH-].[NH4+]. The catalyst is C(Cl)(Cl)Cl.ClCCl. The product is [Br:18][C:9]1[C:8](=[O:15])[N:7]([CH2:6][C:4]([O:3][CH2:1][CH3:2])=[O:5])[C:12]([CH3:13])=[CH:11][N:10]=1. The yield is 0.930. (7) The reactants are [H-].[Al+3].[Li+].[H-].[H-].[H-].[Si:7]([O:14][CH2:15][CH2:16][N:17]1[C:25]2[C:20](=[CH:21][CH:22]=[CH:23][CH:24]=2)[C:19]([CH2:26][CH2:27][C:28](O)=[O:29])=[CH:18]1)([C:10]([CH3:13])([CH3:12])[CH3:11])([CH3:9])[CH3:8].C(=O)(O)[O-].[Na+]. The catalyst is C(OCC)C. The product is [Si:7]([O:14][CH2:15][CH2:16][N:17]1[C:25]2[C:20](=[CH:21][CH:22]=[CH:23][CH:24]=2)[C:19]([CH2:26][CH2:27][CH2:28][OH:29])=[CH:18]1)([C:10]([CH3:13])([CH3:12])[CH3:11])([CH3:9])[CH3:8]. The yield is 0.830. (8) The reactants are Br[C:2]1[C:6]2[N:7]=[C:8]([Cl:11])[N:9]=[CH:10][C:5]=2[N:4]([C:12]([C:25]2[CH:30]=[CH:29][CH:28]=[CH:27][CH:26]=2)([C:19]2[CH:24]=[CH:23][CH:22]=[CH:21][CH:20]=2)[C:13]2[CH:18]=[CH:17][CH:16]=[CH:15][CH:14]=2)[CH:3]=1.[Li]CCCC.CCCCCC.[Si:42]([O:49][CH:50]1[CH2:55][CH2:54][C:53](=[O:56])[CH2:52][CH2:51]1)([C:45]([CH3:48])([CH3:47])[CH3:46])([CH3:44])[CH3:43]. The catalyst is C1COCC1. The product is [Si:42]([O:49][CH:50]1[CH2:55][CH2:54][C:53]([C:2]2[C:6]3[N:7]=[C:8]([Cl:11])[N:9]=[CH:10][C:5]=3[N:4]([C:12]([C:19]3[CH:24]=[CH:23][CH:22]=[CH:21][CH:20]=3)([C:13]3[CH:18]=[CH:17][CH:16]=[CH:15][CH:14]=3)[C:25]3[CH:30]=[CH:29][CH:28]=[CH:27][CH:26]=3)[CH:3]=2)([OH:56])[CH2:52][CH2:51]1)([C:45]([CH3:48])([CH3:47])[CH3:46])([CH3:44])[CH3:43]. The yield is 0.760.